This data is from Peptide-MHC class II binding affinity with 134,281 pairs from IEDB. The task is: Regression. Given a peptide amino acid sequence and an MHC pseudo amino acid sequence, predict their binding affinity value. This is MHC class II binding data. (1) The peptide sequence is IEGITLLNAKFFHMN. The MHC is DRB1_0901 with pseudo-sequence DRB1_0901. The binding affinity (normalized) is 0.521. (2) The peptide sequence is ATVATAPEVKYTVFETALKKAITAMS. The MHC is DRB1_1501 with pseudo-sequence DRB1_1501. The binding affinity (normalized) is 0.551. (3) The peptide sequence is SAHGSGREVIDAMCH. The MHC is HLA-DQA10501-DQB10402 with pseudo-sequence HLA-DQA10501-DQB10402. The binding affinity (normalized) is 0.371. (4) The peptide sequence is FIKVRQYDQILIEICGKKAIGTV. The MHC is HLA-DQA10102-DQB10502 with pseudo-sequence HLA-DQA10102-DQB10502. The binding affinity (normalized) is 0.446. (5) The peptide sequence is WLGARYLEFEALGFLKK. The MHC is HLA-DQA10501-DQB10402 with pseudo-sequence HLA-DQA10501-DQB10402. The binding affinity (normalized) is 0.501. (6) The peptide sequence is ERGYVKLEGRVIDLG. The MHC is HLA-DQA10201-DQB10301 with pseudo-sequence HLA-DQA10201-DQB10301. The binding affinity (normalized) is 0.473.